Predict the reactants needed to synthesize the given product. From a dataset of Full USPTO retrosynthesis dataset with 1.9M reactions from patents (1976-2016). (1) Given the product [CH3:1][O:2][C:3]([C:5]1[CH:10]=[CH:9][CH:8]=[C:7]([C:11]2[CH2:15][CH2:14][CH2:13][C:12]=2[C:26]2[CH:27]=[C:28]([C:31]([F:34])([F:33])[F:32])[CH:29]=[CH:30][C:25]=2[O:24][CH2:17][C:18]2[CH:19]=[CH:20][CH:21]=[CH:22][CH:23]=2)[N:6]=1)=[O:4], predict the reactants needed to synthesize it. The reactants are: [CH3:1][O:2][C:3]([C:5]1[CH:10]=[CH:9][CH:8]=[C:7]([C:11]2[CH2:15][CH2:14][CH2:13][C:12]=2Br)[N:6]=1)=[O:4].[CH2:17]([O:24][C:25]1[CH:30]=[CH:29][C:28]([C:31]([F:34])([F:33])[F:32])=[CH:27][C:26]=1B(O)O)[C:18]1[CH:23]=[CH:22][CH:21]=[CH:20][CH:19]=1. (2) Given the product [C:13]([OH:15])(=[O:14])[C:12]1[CH:17]=[CH:18][CH:19]=[CH:10][CH:11]=1, predict the reactants needed to synthesize it. The reactants are: FC1C=CC(C(CCN2C=CN=C2)=C[C:10]2[CH:11]=[C:12]([CH:17]=[CH:18][CH:19]=2)[C:13]([O:15]C)=[O:14])=CC=1.[OH-].[Na+].Cl. (3) Given the product [CH3:18][O:1][C:2]1[CH:9]=[C:8]([CH3:10])[CH:7]=[CH:6][C:3]=1[C:4]#[N:5], predict the reactants needed to synthesize it. The reactants are: [OH:1][C:2]1[CH:9]=[C:8]([CH3:10])[CH:7]=[CH:6][C:3]=1[C:4]#[N:5].O.[OH-].[Li+].S(OC)(O[CH3:18])(=O)=O. (4) Given the product [CH3:1][O:2][C:3]1[CH:28]=[C:27]([O:29][CH3:30])[CH:26]=[CH:25][C:4]=1[CH2:5][N:6]([C:19]1[CH:24]=[CH:23][N:22]=[CH:21][N:20]=1)[S:7]([C:10]1[CH:15]=[C:14]([F:16])[C:13]([O:42][C@H:38]2[CH2:39][CH2:40][CH2:41][C@@H:37]2[C:36]2[N:32]([CH3:31])[N:33]=[CH:34][CH:35]=2)=[CH:12][C:11]=1[F:18])(=[O:8])=[O:9], predict the reactants needed to synthesize it. The reactants are: [CH3:1][O:2][C:3]1[CH:28]=[C:27]([O:29][CH3:30])[CH:26]=[CH:25][C:4]=1[CH2:5][N:6]([C:19]1[CH:24]=[CH:23][N:22]=[CH:21][N:20]=1)[S:7]([C:10]1[CH:15]=[C:14]([F:16])[C:13](F)=[CH:12][C:11]=1[F:18])(=[O:9])=[O:8].[CH3:31][N:32]1[C:36]([C@H:37]2[CH2:41][CH2:40][CH2:39][C@@H:38]2[OH:42])=[CH:35][CH:34]=[N:33]1.[H-].[Na+].O.